From a dataset of NCI-60 drug combinations with 297,098 pairs across 59 cell lines. Regression. Given two drug SMILES strings and cell line genomic features, predict the synergy score measuring deviation from expected non-interaction effect. (1) Drug 1: COC1=CC(=CC(=C1O)OC)C2C3C(COC3=O)C(C4=CC5=C(C=C24)OCO5)OC6C(C(C7C(O6)COC(O7)C8=CC=CS8)O)O. Drug 2: C1=NC2=C(N1)C(=S)N=C(N2)N. Cell line: OVCAR3. Synergy scores: CSS=59.3, Synergy_ZIP=-5.02, Synergy_Bliss=-2.27, Synergy_Loewe=-1.81, Synergy_HSA=1.48. (2) Drug 1: CCC1=C2CN3C(=CC4=C(C3=O)COC(=O)C4(CC)O)C2=NC5=C1C=C(C=C5)O. Drug 2: CCC1(C2=C(COC1=O)C(=O)N3CC4=CC5=C(C=CC(=C5CN(C)C)O)N=C4C3=C2)O.Cl. Cell line: NCI-H460. Synergy scores: CSS=90.3, Synergy_ZIP=4.54, Synergy_Bliss=2.58, Synergy_Loewe=3.88, Synergy_HSA=5.99. (3) Drug 1: CC1=C2C(C(=O)C3(C(CC4C(C3C(C(C2(C)C)(CC1OC(=O)C(C(C5=CC=CC=C5)NC(=O)OC(C)(C)C)O)O)OC(=O)C6=CC=CC=C6)(CO4)OC(=O)C)O)C)O. Drug 2: CN(CC1=CN=C2C(=N1)C(=NC(=N2)N)N)C3=CC=C(C=C3)C(=O)NC(CCC(=O)O)C(=O)O. Cell line: SK-MEL-5. Synergy scores: CSS=14.8, Synergy_ZIP=4.63, Synergy_Bliss=8.20, Synergy_Loewe=-1.34, Synergy_HSA=7.67. (4) Drug 1: CC1=CC2C(CCC3(C2CCC3(C(=O)C)OC(=O)C)C)C4(C1=CC(=O)CC4)C. Drug 2: CC1C(C(CC(O1)OC2CC(OC(C2O)C)OC3=CC4=CC5=C(C(=O)C(C(C5)C(C(=O)C(C(C)O)O)OC)OC6CC(C(C(O6)C)O)OC7CC(C(C(O7)C)O)OC8CC(C(C(O8)C)O)(C)O)C(=C4C(=C3C)O)O)O)O. Cell line: ACHN. Synergy scores: CSS=7.45, Synergy_ZIP=4.72, Synergy_Bliss=4.53, Synergy_Loewe=3.69, Synergy_HSA=4.65. (5) Drug 1: C1=C(C(=O)NC(=O)N1)N(CCCl)CCCl. Drug 2: CNC(=O)C1=NC=CC(=C1)OC2=CC=C(C=C2)NC(=O)NC3=CC(=C(C=C3)Cl)C(F)(F)F. Cell line: NCI-H460. Synergy scores: CSS=40.8, Synergy_ZIP=0.571, Synergy_Bliss=-2.20, Synergy_Loewe=-5.91, Synergy_HSA=-1.36. (6) Drug 1: CNC(=O)C1=CC=CC=C1SC2=CC3=C(C=C2)C(=NN3)C=CC4=CC=CC=N4. Drug 2: C1=NC2=C(N=C(N=C2N1C3C(C(C(O3)CO)O)F)Cl)N. Cell line: MDA-MB-231. Synergy scores: CSS=13.4, Synergy_ZIP=5.86, Synergy_Bliss=-2.33, Synergy_Loewe=-17.3, Synergy_HSA=-4.68.